From a dataset of Full USPTO retrosynthesis dataset with 1.9M reactions from patents (1976-2016). Predict the reactants needed to synthesize the given product. (1) Given the product [NH2:11][C:12]1[N:13]=[C:14]([N:23]2[CH2:24][CH2:25][N:26]([C:29](=[O:39])[CH2:30][O:31][C:32]3[CH:37]=[CH:36][C:35]([Cl:38])=[CH:34][CH:33]=3)[CH2:27][CH2:28]2)[C:15]2[N:21]=[C:20]([C:4]3[CH:5]=[CH:6][CH:7]=[C:2]([NH2:1])[CH:3]=3)[CH:19]=[CH:18][C:16]=2[N:17]=1, predict the reactants needed to synthesize it. The reactants are: [NH2:1][C:2]1[CH:3]=[C:4](B(O)O)[CH:5]=[CH:6][CH:7]=1.[NH2:11][C:12]1[N:13]=[C:14]([N:23]2[CH2:28][CH2:27][N:26]([C:29](=[O:39])[CH2:30][O:31][C:32]3[CH:37]=[CH:36][C:35]([Cl:38])=[CH:34][CH:33]=3)[CH2:25][CH2:24]2)[C:15]2[N:21]=[C:20](Cl)[CH:19]=[CH:18][C:16]=2[N:17]=1. (2) Given the product [C:7]([O:11][C:12]([NH:14][CH:15]1[CH2:16][CH2:17][N:18]([CH2:3][CH2:2][C:1]([O:5][CH3:6])=[O:4])[CH2:19][CH2:20]1)=[O:13])([CH3:10])([CH3:8])[CH3:9], predict the reactants needed to synthesize it. The reactants are: [C:1]([O:5][CH3:6])(=[O:4])[CH:2]=[CH2:3].[C:7]([O:11][C:12]([NH:14][CH:15]1[CH2:20][CH2:19][NH:18][CH2:17][CH2:16]1)=[O:13])([CH3:10])([CH3:9])[CH3:8]. (3) Given the product [CH3:25][C:22]1([CH3:26])[CH2:21][C:20]2[CH:19]=[CH:18][CH:17]=[C:16]([NH:15][C:8]3[CH:7]=[CH:6][C:5]4[C:4]([NH:1][CH2:36][C:31]5[CH:32]=[CH:33][CH:34]=[C:35]6[C:30]=5[CH:29]=[CH:28][NH:27]6)=[CH:13][CH:12]=[CH:11][C:10]=4[N:9]=3)[C:24]=2[O:23]1, predict the reactants needed to synthesize it. The reactants are: [N+:1]([C:4]1[CH:13]=[CH:12][CH:11]=[C:10]2[C:5]=1[CH:6]=[CH:7][C:8](Cl)=[N:9]2)([O-])=O.[NH2:15][C:16]1[C:24]2[O:23][C:22]([CH3:26])([CH3:25])[CH2:21][C:20]=2[CH:19]=[CH:18][CH:17]=1.[NH:27]1[C:35]2[CH:34]=[CH:33][CH:32]=[C:31]([CH:36]=O)[C:30]=2[CH:29]=[CH:28]1. (4) The reactants are: [F:1][C:2]([F:34])([F:33])[CH2:3][O:4][C:5]1[CH:10]=[CH:9][C:8]([O:11][CH2:12][C:13]([F:16])([F:15])[F:14])=[CH:7][C:6]=1[S:17]([NH:20][C@@H]1CCN(C(OC(C)(C)C)=O)C1)(=[O:19])=[O:18].Cl.C[CH2:37][N:38]([CH:42]([CH3:44])C)[CH:39]([CH3:41])C.BrC#[N:47].C(O)C(N)(CO)CO. Given the product [C:37]([N:38]1[CH2:39][CH2:41][C@@H:44]([NH:20][S:17]([C:6]2[CH:7]=[C:8]([O:11][CH2:12][C:13]([F:15])([F:16])[F:14])[CH:9]=[CH:10][C:5]=2[O:4][CH2:3][C:2]([F:1])([F:33])[F:34])(=[O:18])=[O:19])[CH2:42]1)#[N:47], predict the reactants needed to synthesize it.